Predict the reactants needed to synthesize the given product. From a dataset of Full USPTO retrosynthesis dataset with 1.9M reactions from patents (1976-2016). Given the product [CH3:1][O:2][C:3]([C:5]1[N:6]([C:28]2[CH:33]=[CH:32][CH:31]=[CH:30][CH:29]=2)[C:7]2[C:12]([C:13](=[O:26])[C:14]=1[CH2:15][C:16]1[CH:21]=[CH:20][C:19]([C:22](=[O:25])[CH2:23][OH:35])=[CH:18][CH:17]=1)=[CH:11][CH:10]=[C:9]([CH3:27])[N:8]=2)=[O:4], predict the reactants needed to synthesize it. The reactants are: [CH3:1][O:2][C:3]([C:5]1[N:6]([C:28]2[CH:33]=[CH:32][CH:31]=[CH:30][CH:29]=2)[C:7]2[C:12]([C:13](=[O:26])[C:14]=1[CH2:15][C:16]1[CH:21]=[CH:20][C:19]([C:22](=[O:25])[CH2:23]Br)=[CH:18][CH:17]=1)=[CH:11][CH:10]=[C:9]([CH3:27])[N:8]=2)=[O:4].C([O-])=[O:35].[Na+].